Dataset: Peptide-MHC class II binding affinity with 134,281 pairs from IEDB. Task: Regression. Given a peptide amino acid sequence and an MHC pseudo amino acid sequence, predict their binding affinity value. This is MHC class II binding data. (1) The peptide sequence is AVKPAAEEVKVIPAG. The MHC is DRB1_0802 with pseudo-sequence DRB1_0802. The binding affinity (normalized) is 0.206. (2) The peptide sequence is AFEGVFGHLAATAVP. The MHC is DRB1_0701 with pseudo-sequence DRB1_0701. The binding affinity (normalized) is 0.347. (3) The peptide sequence is ISFCNANPGLMKDVA. The MHC is HLA-DQA10201-DQB10202 with pseudo-sequence HLA-DQA10201-DQB10202. The binding affinity (normalized) is 0.141. (4) The peptide sequence is TASKLLEDRVGLNHI. The MHC is H-2-IAb with pseudo-sequence H-2-IAb. The binding affinity (normalized) is 0. (5) The peptide sequence is AVPWYAVAFNAIVAA. The MHC is HLA-DPA10103-DPB10401 with pseudo-sequence HLA-DPA10103-DPB10401. The binding affinity (normalized) is 0.874. (6) The peptide sequence is PDKPSLDISLETVAID. The MHC is DRB3_0202 with pseudo-sequence DRB3_0202. The binding affinity (normalized) is 0. (7) The peptide sequence is DPDKDVDIMVRDGQL. The MHC is DRB3_0202 with pseudo-sequence DRB3_0202. The binding affinity (normalized) is 0.0779. (8) The peptide sequence is IARLPQVASYVYRRI. The MHC is DRB1_0301 with pseudo-sequence DRB1_0301. The binding affinity (normalized) is 0.248. (9) The peptide sequence is ANMWSLMYFHKRDMR. The MHC is DRB1_0301 with pseudo-sequence DRB1_0301. The binding affinity (normalized) is 0.600.